Dataset: Full USPTO retrosynthesis dataset with 1.9M reactions from patents (1976-2016). Task: Predict the reactants needed to synthesize the given product. (1) Given the product [NH2:13][C:5]1[C:4]2[CH:3]=[C:2]([I:1])[S:10][C:9]=2[C:8]([C:11]([NH2:12])=[O:23])=[CH:7][N:6]=1, predict the reactants needed to synthesize it. The reactants are: [I:1][C:2]1[S:10][C:9]2[C:8]([C:11]#[N:12])=[CH:7][N:6]=[C:5]([NH:13]CC3C=CC(OC)=CC=3)[C:4]=2[CH:3]=1.[OH:23]S(O)(=O)=O. (2) Given the product [CH2:1]([S:4][C:5]1[N:6]=[CH:7][N:8]2[CH:12]=[CH:11][S:10][C:9]=12)[C:2]1[CH:23]=[CH:24][CH:19]=[CH:20][CH:21]=1, predict the reactants needed to synthesize it. The reactants are: [C:1]([S:4][C:5]1[N:6]=[CH:7][N:8]2[CH:12]=[CH:11][S:10][C:9]=12)(=O)[CH3:2].C[O-].[Na+].CO.C(Br)[C:19]1[CH:24]=[CH:23]C=[CH:21][CH:20]=1.[Cl-].[NH4+]. (3) Given the product [CH3:23][O:22][C:19]1[CH:20]=[CH:21][C:13]([C:6](=[O:7])[C:5]2[CH:9]=[CH:10][CH:11]=[C:3]([O:2][CH3:1])[CH:4]=2)=[C:14]([CH:18]=1)[C:15]([OH:17])=[O:16], predict the reactants needed to synthesize it. The reactants are: [CH3:1][O:2][C:3]1[CH:4]=[C:5]([CH:9]=[CH:10][CH:11]=1)[C:6](Cl)=[O:7].Br[C:13]1[CH:21]=[CH:20][C:19]([O:22][CH3:23])=[CH:18][C:14]=1[C:15]([OH:17])=[O:16]. (4) Given the product [Cl:1][C:24]1[N:18]2[C:17](=[O:33])[N:16]([C:13]3[CH:14]=[CH:15][C:10]([F:9])=[CH:11][CH:12]=3)[CH2:21][CH2:20][C:19]2=[N:22][C:23]=1[CH2:25][O:26][C:27]1[CH:28]=[CH:29][CH:30]=[CH:31][CH:32]=1, predict the reactants needed to synthesize it. The reactants are: [Cl:1]N1C(=O)CCC1=O.[F:9][C:10]1[CH:15]=[CH:14][C:13]([N:16]2[CH2:21][CH2:20][C:19]3=[N:22][C:23]([CH2:25][O:26][C:27]4[CH:32]=[CH:31][CH:30]=[CH:29][CH:28]=4)=[CH:24][N:18]3[C:17]2=[O:33])=[CH:12][CH:11]=1. (5) Given the product [NH2:42][C:43]1[CH:44]=[C:45]([CH2:86][CH2:87][C:88]([OH:90])=[O:89])[CH:46]=[C:47]([C:75]2[CH:76]=[C:77]3[C:81](=[CH:82][CH:83]=2)[N:80]([CH2:84][CH3:85])[N:79]=[CH:78]3)[C:48]=1[O:49][CH:50]1[CH2:58][C:57]2[C:52](=[CH:53][C:54]([O:67][CH3:68])=[C:55]([O:59][CH3:60])[CH:56]=2)[CH2:51]1, predict the reactants needed to synthesize it. The reactants are: NC1C=C(CCC(O)=O)C=C(C2C=C3C(=CC=2)N(CC)N=C3)C=1OC1CC2C(=CC=CC=2OCC2C=CC=CC=2)C1.[NH2:42][C:43]1[CH:44]=[C:45]([CH2:86][CH2:87][C:88]([OH:90])=[O:89])[CH:46]=[C:47]([C:75]2[CH:76]=[C:77]3[C:81](=[CH:82][CH:83]=2)[N:80]([CH2:84][CH3:85])[N:79]=[CH:78]3)[C:48]=1[O:49][CH:50]1[CH2:58][C:57]2[C:52](=[CH:53][C:54]([O:67][CH2:68]C3C=CC=CC=3)=[C:55]([O:59][CH2:60]C3C=CC=CC=3)[CH:56]=2)[CH2:51]1. (6) Given the product [NH2:6][C:5]1[CH:7]=[C:8]([C:9]([F:12])([F:11])[F:10])[C:2]([C:28]2[CH:33]=[CH:32][C:31]([S:34]([CH2:37][CH:38]3[CH2:43][CH2:42][CH2:41][N:40]([C:44]([O:46][C:47]([CH3:50])([CH3:49])[CH3:48])=[O:45])[CH2:39]3)(=[O:36])=[O:35])=[CH:30][CH:29]=2)=[C:3]([Cl:13])[CH:4]=1, predict the reactants needed to synthesize it. The reactants are: Br[C:2]1[C:8]([C:9]([F:12])([F:11])[F:10])=[CH:7][C:5]([NH2:6])=[CH:4][C:3]=1[Cl:13].C(=O)([O-])[O-].[Na+].[Na+].CC1(C)C(C)(C)OB([C:28]2[CH:33]=[CH:32][C:31]([S:34]([CH2:37][CH:38]3[CH2:43][CH2:42][CH2:41][N:40]([C:44]([O:46][C:47]([CH3:50])([CH3:49])[CH3:48])=[O:45])[CH2:39]3)(=[O:36])=[O:35])=[CH:30][CH:29]=2)O1.O. (7) Given the product [CH3:26][C:23]1([CH3:27])[CH2:24][CH2:25][C:20]([C:6]2[CH:5]=[C:4]([C:1]([OH:3])([CH3:33])[CH3:2])[CH:9]=[CH:8][C:7]=2[NH:10][C:11]([C:13]2[NH:14][CH:15]=[C:16]([C:18]#[N:19])[N:17]=2)=[O:12])=[CH:21][CH2:22]1, predict the reactants needed to synthesize it. The reactants are: [C:1]([C:4]1[CH:9]=[CH:8][C:7]([NH:10][C:11]([C:13]2[NH:14][CH:15]=[C:16]([C:18]#[N:19])[N:17]=2)=[O:12])=[C:6]([C:20]2[CH2:25][CH2:24][C:23]([CH3:27])([CH3:26])[CH2:22][CH:21]=2)[CH:5]=1)(=[O:3])[CH3:2].C[Mg+].[Br-].CO.[CH:33](Cl)(Cl)Cl. (8) Given the product [N:20]1[CH:25]=[CH:24][CH:23]=[C:22]([NH:26][C:8]2[CH:15]=[C:14]([C:16]([F:19])([F:18])[F:17])[CH:13]=[CH:12][C:9]=2[C:10]#[N:11])[CH:21]=1, predict the reactants needed to synthesize it. The reactants are: C(O[K])(C)(C)C.F[C:8]1[CH:15]=[C:14]([C:16]([F:19])([F:18])[F:17])[CH:13]=[CH:12][C:9]=1[C:10]#[N:11].[N:20]1[CH:25]=[CH:24][CH:23]=[C:22]([NH2:26])[CH:21]=1.Cl. (9) Given the product [F:1][C:2]1[C:3]([NH:20][C:21]2[CH:26]=[CH:25][C:24]([I:27])=[CH:23][C:22]=2[F:28])=[C:4]([CH:12]=[C:13]([CH2:16][N:17]([O:18][CH3:19])[C:29](=[O:32])[CH2:30][CH3:31])[C:14]=1[F:15])[C:5]([NH:7][O:8][CH2:9][CH2:10][OH:11])=[O:6], predict the reactants needed to synthesize it. The reactants are: [F:1][C:2]1[C:3]([NH:20][C:21]2[CH:26]=[CH:25][C:24]([I:27])=[CH:23][C:22]=2[F:28])=[C:4]([CH:12]=[C:13]([CH2:16][NH:17][O:18][CH3:19])[C:14]=1[F:15])[C:5]([NH:7][O:8][CH2:9][CH2:10][OH:11])=[O:6].[C:29](ON1C(=O)C2C=CC=CC=2N=N1)(=[O:32])[CH2:30][CH3:31].C(O)(=O)CC.